Dataset: Forward reaction prediction with 1.9M reactions from USPTO patents (1976-2016). Task: Predict the product of the given reaction. (1) Given the reactants [F:1][C:2]1[CH:16]=[CH:15][CH:14]=[C:13](I)[C:3]=1[CH2:4][NH:5][C:6](=[O:12])[O:7][C:8]([CH3:11])([CH3:10])[CH3:9].C(O[CH2:22][CH:23]=[CH:24][C:25]1[CH:30]=[CH:29][CH:28]=[CH:27][CH:26]=1)(=O)C.C(OCC)C, predict the reaction product. The product is: [F:1][C:2]1[CH:16]=[CH:15][CH:14]=[C:13]([CH2:22][CH:23]=[CH:24][C:25]2[CH:30]=[CH:29][CH:28]=[CH:27][CH:26]=2)[C:3]=1[CH2:4][NH:5][C:6](=[O:12])[O:7][C:8]([CH3:11])([CH3:10])[CH3:9]. (2) The product is: [O:1]1[C:5]2[CH:6]=[CH:7][CH:8]=[CH:9][C:4]=2[CH:3]([N:14]2[CH2:13][CH2:12][N:11]([C:17]([O:19][C:20]([CH3:23])([CH3:22])[CH3:21])=[O:18])[CH2:16][CH2:15]2)[CH2:2]1. Given the reactants [O:1]1[C:5]2[CH:6]=[CH:7][CH:8]=[CH:9][C:4]=2[C:3](=O)[CH2:2]1.[N:11]1([C:17]([O:19][C:20]([CH3:23])([CH3:22])[CH3:21])=[O:18])[CH2:16][CH2:15][NH:14][CH2:13][CH2:12]1.C(=O)(O)[O-].[Na+].C(O[BH-](OC(=O)C)OC(=O)C)(=O)C.[Na+].[H][H], predict the reaction product. (3) Given the reactants [Si]([O:8][C:9]1[CH:22]=[CH:21][C:12]([CH2:13][N:14]2[CH2:18][C@@H:17]([CH3:19])[O:16][C:15]2=[O:20])=[CH:11][C:10]=1[Cl:23])(C(C)(C)C)(C)C.Br[CH2:25][CH2:26][CH:27]1[CH2:32][CH2:31][CH2:30][CH2:29][CH2:28]1, predict the reaction product. The product is: [Cl:23][C:10]1[CH:11]=[C:12]([CH:21]=[CH:22][C:9]=1[O:8][CH2:25][CH2:26][CH:27]1[CH2:32][CH2:31][CH2:30][CH2:29][CH2:28]1)[CH2:13][N:14]1[CH2:18][C@@H:17]([CH3:19])[O:16][C:15]1=[O:20]. (4) Given the reactants [Cl:1][C:2]1[C:11]2[C:6](=[CH:7][CH:8]=[CH:9][C:10]=2[NH2:12])[CH:5]=[N:4][CH:3]=1.O=[C:14]1[CH2:19][CH2:18][N:17](C(OC(C)(C)C)=O)[CH2:16][CH2:15]1.[BH4-].[Na+].C(=O)([O-])O.[Na+], predict the reaction product. The product is: [ClH:1].[Cl:1][C:2]1[C:11]2[C:6](=[CH:7][CH:8]=[CH:9][C:10]=2[NH:12][CH:14]2[CH2:19][CH2:18][NH:17][CH2:16][CH2:15]2)[CH:5]=[N:4][CH:3]=1. (5) The product is: [C:1]([C:5]1[C:9]([I:35])=[C:8]([NH:10][C:11]2[C:12]([C:17]([OH:19])=[O:18])=[N:13][CH:14]=[CH:15][CH:16]=2)[N:7]([C:20]2[C:25]([CH3:26])=[CH:24][CH:23]=[CH:22][C:21]=2[CH3:27])[N:6]=1)([CH3:4])([CH3:3])[CH3:2]. Given the reactants [C:1]([C:5]1[CH:9]=[C:8]([NH:10][C:11]2[C:12]([C:17]([OH:19])=[O:18])=[N:13][CH:14]=[CH:15][CH:16]=2)[N:7]([C:20]2[C:25]([CH3:26])=[CH:24][CH:23]=[CH:22][C:21]=2[CH3:27])[N:6]=1)([CH3:4])([CH3:3])[CH3:2].C(O)(=O)C.ClCCl.[I:35]N1C(=O)CCC1=O.[OH-].[K+], predict the reaction product. (6) Given the reactants ClCCl.Cl.[CH3:5][N:6]1[C:10]2[CH:11]=[CH:12][C:13]([C:15]3[CH2:20][S:19][C:18](=[O:21])[NH:17][N:16]=3)=[CH:14][C:9]=2[N:8]=[C:7]1[C:22]1[CH:27]=[CH:26][CH:25]=[C:24]([C:28]([F:31])([F:30])[F:29])[CH:23]=1.[C:32]1([S:38](Cl)(=[O:40])=[O:39])[CH:37]=[CH:36][CH:35]=[CH:34][CH:33]=1.[CH2:42]([N:44](CC)CC)[CH3:43], predict the reaction product. The product is: [CH3:5][N:6]1[C:10]2[CH:11]=[CH:12][C:13]([C:15]3[CH2:20][S:19][C:18](=[O:21])[N:17]([CH2:43][CH2:42][NH:44][S:38]([C:32]4[CH:37]=[CH:36][CH:35]=[CH:34][CH:33]=4)(=[O:40])=[O:39])[N:16]=3)=[CH:14][C:9]=2[N:8]=[C:7]1[C:22]1[CH:27]=[CH:26][CH:25]=[C:24]([C:28]([F:31])([F:29])[F:30])[CH:23]=1. (7) The product is: [Cl:23][CH2:12][C:9]1[S:10][CH:11]=[C:7]([C:1]2[CH:6]=[CH:5][CH:4]=[CH:3][CH:2]=2)[CH:8]=1. Given the reactants [C:1]1([C:7]2[CH:8]=[C:9]([CH2:12]O)[S:10][CH:11]=2)[CH:6]=[CH:5][CH:4]=[CH:3][CH:2]=1.C1(C)C=CC=CC=1.S(Cl)([Cl:23])=O, predict the reaction product. (8) Given the reactants [C:1]([C:4]1[C:22](=[O:23])[C@@:8]2([CH3:24])[C:9]3[C:15]([OH:16])=[CH:14][C:13]([O:17][CH3:18])=[C:12]([C:19]([NH2:21])=[O:20])[C:10]=3[O:11][C:7]2=[CH:6][C:5]=1[OH:25])(=[O:3])[CH3:2].[CH3:26][C:27]1[C:34]([CH3:35])=[CH:33][CH:32]=[CH:31][C:28]=1[CH:29]=O.C([SiH](CC)CC)C.FC(F)(F)C(O)=O, predict the reaction product. The product is: [C:1]([C:4]1[C:22](=[O:23])[C@@:8]2([CH3:24])[C:9]3[C:15]([OH:16])=[CH:14][C:13]([O:17][CH3:18])=[C:12]([C:19]([NH:21][CH2:29][C:28]4[CH:31]=[CH:32][CH:33]=[C:34]([CH3:35])[C:27]=4[CH3:26])=[O:20])[C:10]=3[O:11][C:7]2=[CH:6][C:5]=1[OH:25])(=[O:3])[CH3:2].